From a dataset of Forward reaction prediction with 1.9M reactions from USPTO patents (1976-2016). Predict the product of the given reaction. Given the reactants [CH3:1][O:2][C:3]1[CH:8]=[C:7]([NH2:9])[CH:6]=[C:5]([O:10][CH2:11][CH2:12][O:13][CH2:14][CH2:15][O:16][CH2:17][CH2:18][O:19][CH3:20])[N:4]=1.Cl[C:22]1[N:27]=[C:26]([O:28][C:29]2[C:38]3[C:33](=[CH:34][CH:35]=[CH:36][CH:37]=3)[C:32]([NH:39][C:40](=[O:46])[O:41][C:42]([CH3:45])([CH3:44])[CH3:43])=[CH:31][CH:30]=2)[CH:25]=[CH:24][N:23]=1.C([O-])([O-])=O.[Cs+].[Cs+], predict the reaction product. The product is: [CH3:1][O:2][C:3]1[CH:8]=[C:7]([NH:9][C:22]2[N:27]=[C:26]([O:28][C:29]3[C:38]4[C:33](=[CH:34][CH:35]=[CH:36][CH:37]=4)[C:32]([NH:39][C:40](=[O:46])[O:41][C:42]([CH3:44])([CH3:43])[CH3:45])=[CH:31][CH:30]=3)[CH:25]=[CH:24][N:23]=2)[CH:6]=[C:5]([O:10][CH2:11][CH2:12][O:13][CH2:14][CH2:15][O:16][CH2:17][CH2:18][O:19][CH3:20])[N:4]=1.